Dataset: Forward reaction prediction with 1.9M reactions from USPTO patents (1976-2016). Task: Predict the product of the given reaction. (1) Given the reactants [CH2:1]([NH:8][CH2:9][CH:10]([C:18]1[CH:23]=[CH:22][C:21]([Cl:24])=[C:20]([Cl:25])[CH:19]=1)[CH:11]1[CH2:15][O:14][C:13]([CH3:17])([CH3:16])[O:12]1)[C:2]1[CH:7]=[CH:6][CH:5]=[CH:4][CH:3]=1.C(N(CC)CC)C.[Cl:33][CH2:34][C:35](Cl)=[O:36].O, predict the reaction product. The product is: [CH2:1]([N:8]([CH2:9][CH:10]([C:18]1[CH:23]=[CH:22][C:21]([Cl:24])=[C:20]([Cl:25])[CH:19]=1)[CH:11]1[CH2:15][O:14][C:13]([CH3:17])([CH3:16])[O:12]1)[C:35](=[O:36])[CH2:34][Cl:33])[C:2]1[CH:3]=[CH:4][CH:5]=[CH:6][CH:7]=1. (2) Given the reactants [C:1]([O:5][C:6](=[O:18])[NH:7][C@@H:8]([CH2:11][C:12]1[CH:17]=[CH:16][CH:15]=[CH:14][CH:13]=1)[CH2:9][OH:10])([CH3:4])([CH3:3])[CH3:2].[OH-].[K+].[S:21](Cl)([C:24]1[CH:30]=[CH:29][C:27]([CH3:28])=[CH:26][CH:25]=1)(=[O:23])=[O:22], predict the reaction product. The product is: [C:1]([O:5][C:6]([NH:7][C@@H:8]([CH2:11][C:12]1[CH:17]=[CH:16][CH:15]=[CH:14][CH:13]=1)[CH2:9][O:10][S:21]([C:24]1[CH:30]=[CH:29][C:27]([CH3:28])=[CH:26][CH:25]=1)(=[O:23])=[O:22])=[O:18])([CH3:4])([CH3:2])[CH3:3].